Dataset: Catalyst prediction with 721,799 reactions and 888 catalyst types from USPTO. Task: Predict which catalyst facilitates the given reaction. (1) Reactant: [C:1]([C:4]1[O:5][CH:6]=[CH:7][C:8]=1[NH:9][C:10](=O)OC(C)(C)C)(=[O:3])[NH2:2].FC(F)(F)C(O)=O.CCOCC. Product: [N:9]1[C:8]2[CH:7]=[CH:6][O:5][C:4]=2[C:1](=[O:3])[NH:2][CH:10]=1. The catalyst class is: 4. (2) Reactant: [Li]CCCC.Br[C:7]1[CH:8]=[CH:9][C:10]2[O:14][C:13](=[O:15])[NH:12][C:11]=2[CH:16]=1.C[O:18][B:19](OC)[O:20]C.Cl. Product: [O:15]=[C:13]1[NH:12][C:11]2[CH:16]=[C:7]([B:19]([OH:20])[OH:18])[CH:8]=[CH:9][C:10]=2[O:14]1. The catalyst class is: 1. (3) Reactant: [N:1]1[CH:6]=[CH:5][CH:4]=[C:3]([C:7]2[N:12]3[CH:13]=[C:14]([CH2:16][O:17][C:18]4[CH:27]=[CH:26][C:25]5[C:20](=[CH:21][CH:22]=[CH:23][CH:24]=5)[N:19]=4)[N:15]=[C:11]3[C:10]([N:28]3[CH2:33][CH2:32][O:31][CH2:30][CH2:29]3)=[N:9][CH:8]=2)[CH:2]=1.[CH3:34][S:35]([OH:38])(=[O:37])=[O:36]. Product: [CH3:34][S:35]([OH:38])(=[O:37])=[O:36].[N:1]1[CH:6]=[CH:5][CH:4]=[C:3]([C:7]2[N:12]3[CH:13]=[C:14]([CH2:16][O:17][C:18]4[CH:27]=[CH:26][C:25]5[C:20](=[CH:21][CH:22]=[CH:23][CH:24]=5)[N:19]=4)[N:15]=[C:11]3[C:10]([N:28]3[CH2:33][CH2:32][O:31][CH2:30][CH2:29]3)=[N:9][CH:8]=2)[CH:2]=1. The catalyst class is: 2. (4) Reactant: [C:1]([BH3-])#[N:2].[Na+].[CH3:5][O:6][CH2:7][C:8]1[CH:13]=[C:12]([C:14]2[O:18][N:17]=[C:16]([C:19]3[CH:26]=[CH:25][C:22]([CH:23]=O)=[C:21]([CH3:27])[CH:20]=3)[N:15]=2)[CH:11]=[CH:10][C:9]=1[C:28]1[CH:33]=[CH:32][CH:31]=[CH:30][C:29]=1[CH3:34].CN[CH2:37][C:38]([OH:40])=[O:39].C(Cl)Cl. Product: [CH3:5][O:6][CH2:7][C:8]1[CH:13]=[C:12]([C:14]2[O:18][N:17]=[C:16]([C:19]3[CH:26]=[CH:25][C:22]([CH2:23][N:2]([CH3:1])[CH2:37][C:38]([OH:40])=[O:39])=[C:21]([CH3:27])[CH:20]=3)[N:15]=2)[CH:11]=[CH:10][C:9]=1[C:28]1[CH:33]=[CH:32][CH:31]=[CH:30][C:29]=1[CH3:34]. The catalyst class is: 130. (5) Reactant: F[C:2]1[CH:9]=[C:8]([C:10]2[CH:15]=[C:14]([N:16]3[C@H:21]([CH3:22])[CH2:20][O:19][C@H:18]([CH2:23][OH:24])[CH2:17]3)[N:13]=[C:12]([NH:25][CH3:26])[N:11]=2)[CH:7]=[CH:6][C:3]=1[C:4]#[N:5].O.[NH2:28][NH2:29]. Product: [NH2:5][C:4]1[C:3]2[C:2](=[CH:9][C:8]([C:10]3[N:11]=[C:12]([NH:25][CH3:26])[N:13]=[C:14]([N:16]4[C@H:21]([CH3:22])[CH2:20][O:19][C@H:18]([CH2:23][OH:24])[CH2:17]4)[CH:15]=3)=[CH:7][CH:6]=2)[NH:29][N:28]=1. The catalyst class is: 14. (6) Reactant: Cl[C:2]1[N:7]=[N:6][C:5]([C:8]([F:11])([F:10])[F:9])=[C:4]([C:12]2[CH:17]=[CH:16][CH:15]=[CH:14][CH:13]=2)[CH:3]=1.[CH3:18][C@H:19]1[CH2:24][NH:23][CH2:22][C@@H:21]([CH3:25])[NH:20]1.C(N(C(C)C)CC)(C)C.Cl. Product: [CH3:18][C@H:19]1[NH:20][C@@H:21]([CH3:25])[CH2:22][N:23]([C:2]2[N:7]=[N:6][C:5]([C:8]([F:11])([F:10])[F:9])=[C:4]([C:12]3[CH:17]=[CH:16][CH:15]=[CH:14][CH:13]=3)[CH:3]=2)[CH2:24]1. The catalyst class is: 753. (7) Reactant: Br[C:2]1[CH:3]=[C:4]2[C:9](=[CH:10][CH:11]=1)[N:8]=[C:7]([O:12][CH3:13])[C:6]([CH2:14][C:15]1[CH:20]=[CH:19][C:18]([C:21]([F:24])([F:23])[F:22])=[CH:17][CH:16]=1)=[C:5]2[Cl:25].[Li]CCCC.[CH3:31][N:32]1[C:36]([CH:37]=[O:38])=[CH:35][N:34]=[C:33]1[CH3:39]. Product: [Cl:25][C:5]1[C:4]2[C:9](=[CH:10][CH:11]=[C:2]([CH:37]([C:36]3[N:32]([CH3:31])[C:33]([CH3:39])=[N:34][CH:35]=3)[OH:38])[CH:3]=2)[N:8]=[C:7]([O:12][CH3:13])[C:6]=1[CH2:14][C:15]1[CH:20]=[CH:19][C:18]([C:21]([F:24])([F:23])[F:22])=[CH:17][CH:16]=1. The catalyst class is: 1.